Dataset: Forward reaction prediction with 1.9M reactions from USPTO patents (1976-2016). Task: Predict the product of the given reaction. (1) Given the reactants [N+:1]([C:4]1[CH:5]=[C:6]([C:10]#[C:11][CH2:12][NH:13][C:14](=[O:20])[O:15][C:16]([CH3:19])([CH3:18])[CH3:17])[CH:7]=[N:8][CH:9]=1)([O-])=O, predict the reaction product. The product is: [NH2:1][C:4]1[CH:5]=[C:6]([CH2:10][CH2:11][CH2:12][NH:13][C:14](=[O:20])[O:15][C:16]([CH3:18])([CH3:17])[CH3:19])[CH:7]=[N:8][CH:9]=1. (2) Given the reactants C([O:3][C:4](=[O:31])[CH2:5][O:6][C:7]1[CH:16]=[C:15]2[C:10]([C:11]([C:17]3[C:21]([C:22]4[CH:27]=[CH:26][CH:25]=[CH:24][N:23]=4)=[N:20][N:19]4[CH2:28][CH2:29][CH2:30][C:18]=34)=[CH:12][CH:13]=[N:14]2)=[CH:9][CH:8]=1)C.[OH-].[Li+], predict the reaction product. The product is: [N:23]1[CH:24]=[CH:25][CH:26]=[CH:27][C:22]=1[C:21]1[C:17]([C:11]2[C:10]3[C:15](=[CH:16][C:7]([O:6][CH2:5][C:4]([OH:31])=[O:3])=[CH:8][CH:9]=3)[N:14]=[CH:13][CH:12]=2)=[C:18]2[CH2:30][CH2:29][CH2:28][N:19]2[N:20]=1. (3) Given the reactants Cl[C:2]1[N:3]=[N:4][C:5]([Cl:9])=[CH:6][C:7]=1[CH3:8].[OH-].[NH4+].ClC1N=[N:17]C(N)=CC=1C, predict the reaction product. The product is: [Cl:9][C:5]1[N:4]=[N:3][C:2]([NH2:17])=[C:7]([CH3:8])[CH:6]=1. (4) Given the reactants C(O[C:4]([C:6]1[CH:11]=[C:10]([Br:12])[CH:9]=[C:8]([CH3:13])[N:7]=1)=[O:5])C.[NH2:14][C:15]1[CH:20]=[CH:19][N:18]=[C:17]([CH3:21])[N:16]=1, predict the reaction product. The product is: [CH3:21][C:17]1[N:16]=[C:15]([NH:14][C:4]([C:6]2[CH:11]=[C:10]([Br:12])[CH:9]=[C:8]([CH3:13])[N:7]=2)=[O:5])[CH:20]=[CH:19][N:18]=1. (5) Given the reactants C[O:2][C:3](=[O:28])[C@@H:4]([N:12]1[CH2:16][C:15]2=[CH:17][C:18]3[C:19]([O:25][CH3:26])=[CH:20][CH:21]=[CH:22][C:23]=3[O:24][CH:14]2[C:13]1=[O:27])[CH2:5][CH:6]1[CH2:11][CH2:10][CH2:9][CH2:8][CH2:7]1.O.[OH-].[Li+], predict the reaction product. The product is: [CH3:26][O:25][C:19]1[C:18]2[CH2:17][C:15]3[CH2:16][N:12]([C@@H:4]([CH2:5][CH:6]4[CH2:11][CH2:10][CH2:9][CH2:8][CH2:7]4)[C:3]([OH:28])=[O:2])[C:13](=[O:27])[C:14]=3[O:24][C:23]=2[CH:22]=[CH:21][CH:20]=1.